This data is from NCI-60 drug combinations with 297,098 pairs across 59 cell lines. The task is: Regression. Given two drug SMILES strings and cell line genomic features, predict the synergy score measuring deviation from expected non-interaction effect. (1) Drug 1: C1=NC2=C(N=C(N=C2N1C3C(C(C(O3)CO)O)O)F)N. Drug 2: CC12CCC3C(C1CCC2O)C(CC4=C3C=CC(=C4)O)CCCCCCCCCS(=O)CCCC(C(F)(F)F)(F)F. Cell line: SF-268. Synergy scores: CSS=-0.311, Synergy_ZIP=0.696, Synergy_Bliss=2.23, Synergy_Loewe=-0.0263, Synergy_HSA=0.313. (2) Drug 1: CS(=O)(=O)CCNCC1=CC=C(O1)C2=CC3=C(C=C2)N=CN=C3NC4=CC(=C(C=C4)OCC5=CC(=CC=C5)F)Cl. Drug 2: C(CN)CNCCSP(=O)(O)O. Cell line: SNB-75. Synergy scores: CSS=3.69, Synergy_ZIP=-1.84, Synergy_Bliss=-0.102, Synergy_Loewe=-1.21, Synergy_HSA=0.190.